From a dataset of Full USPTO retrosynthesis dataset with 1.9M reactions from patents (1976-2016). Predict the reactants needed to synthesize the given product. (1) Given the product [NH2:38][C:34]1[N:35]=[CH:36][N:37]=[C:32]([C:15]2[NH:14][C:13]([C:26]([NH:41][CH3:40])=[O:28])=[C:12]([C:3]3[CH:4]=[C:5]([C:8]([F:9])([F:10])[F:11])[CH:6]=[CH:7][C:2]=3[Cl:1])[CH:16]=2)[CH:33]=1, predict the reactants needed to synthesize it. The reactants are: [Cl:1][C:2]1[CH:7]=[CH:6][C:5]([C:8]([F:11])([F:10])[F:9])=[CH:4][C:3]=1[C:12]1[CH:16]=[CH:15][N:14](S(C2C=CC=CC=2)(=O)=O)[C:13]=1[C:26]([O:28]CC)=O.Cl[C:32]1[N:37]=[CH:36][N:35]=[C:34]([NH:38]C)[CH:33]=1.[CH3:40][NH2:41]. (2) Given the product [Br:1][C:2]1[N:3]=[C:4]([CH2:21][CH3:22])[C:5]([NH:10][C@H:11]2[C:19]3[C:14](=[CH:15][CH:16]=[CH:17][CH:18]=3)[CH2:13][C@H:12]2[OH:20])=[N:6][C:7]=1[CH2:8][CH3:9], predict the reactants needed to synthesize it. The reactants are: [Br:1][C:2]1[N:3]=[C:4]([CH2:21][CH3:22])[C:5]([NH:10][C@@H:11]2[C:19]3[C:14](=[CH:15][CH:16]=[CH:17][CH:18]=3)[CH2:13][C@@H:12]2[OH:20])=[N:6][C:7]=1[CH2:8][CH3:9].C(C1C(N[C@H]2C3C(=CC=CC=3)C[C@H]2O)=NC(CC)=CN=1)C. (3) Given the product [ClH:16].[Cl:1][C:6]1[CH:5]=[C:4]([C:3](=[NH:2])[N:11]2[CH2:12][CH2:13][CH2:14][CH2:15]2)[CH:9]=[CH:8][C:7]=1[OH:10], predict the reactants needed to synthesize it. The reactants are: [ClH:1].[NH:2]=[C:3]([N:11]1[CH2:15][CH2:14][CH2:13][CH2:12]1)[C:4]1[CH:9]=[CH:8][C:7]([OH:10])=[CH:6][CH:5]=1.[Cl:16]N1C(=O)CCC1=O. (4) Given the product [C:1]12([CH2:11][C:12]([NH:14][C:15]3[CH:24]=[CH:23][CH:22]=[C:21]4[C:16]=3[CH:17]=[CH:18][C:19]([NH:26][CH2:27][C@@H:28]([OH:30])[CH3:29])=[N:20]4)=[O:13])[CH2:10][CH:5]3[CH2:6][CH:7]([CH2:9][CH:3]([CH2:4]3)[CH2:2]1)[CH2:8]2, predict the reactants needed to synthesize it. The reactants are: [C:1]12([CH2:11][C:12]([NH:14][C:15]3[CH:24]=[CH:23][CH:22]=[C:21]4[C:16]=3[CH:17]=[CH:18][C:19](Cl)=[N:20]4)=[O:13])[CH2:10][CH:5]3[CH2:6][CH:7]([CH2:9][CH:3]([CH2:4]3)[CH2:2]1)[CH2:8]2.[NH2:26][CH2:27][C@@H:28]([OH:30])[CH3:29].C(=O)([O-])[O-].[K+].[K+]. (5) Given the product [CH2:23]([NH:26][C:17]1[C:16]2[C:11](=[CH:12][CH:13]=[CH:14][CH:15]=2)[N:10]=[C:9]([Cl:8])[C:18]=1[N+:19]([O-:21])=[O:20])[CH:24]=[CH2:25], predict the reactants needed to synthesize it. The reactants are: C(N(CC)CC)C.[Cl:8][C:9]1[C:18]([N+:19]([O-:21])=[O:20])=[C:17](Cl)[C:16]2[C:11](=[CH:12][CH:13]=[CH:14][CH:15]=2)[N:10]=1.[CH2:23]([NH2:26])[CH:24]=[CH2:25].